This data is from Reaction yield outcomes from USPTO patents with 853,638 reactions. The task is: Predict the reaction yield, written as a fraction of the theoretical maximum amount of product (1.0 means a 100% yield; for example, 0.34 means a 34% yield). The reactants are [F:1][C:2]1([F:23])[O:6][C:5]2[CH:7]=[CH:8][CH:9]=[C:10]([N:11]3[CH:16]=[C:15]([O:17][CH3:18])[C:14](=[O:19])[C:13]([C:20](O)=[O:21])=[N:12]3)[C:4]=2[O:3]1.C1C=CC2N(O)N=NC=2C=1.CCN=C=NCCCN(C)C.Cl.[CH3:46][NH:47][O:48][CH3:49].CCN(CC)CC. The catalyst is CN(C=O)C.O. The product is [F:23][C:2]1([F:1])[O:6][C:5]2[CH:7]=[CH:8][CH:9]=[C:10]([N:11]3[CH:16]=[C:15]([O:17][CH3:18])[C:14](=[O:19])[C:13]([C:20]([N:47]([O:48][CH3:49])[CH3:46])=[O:21])=[N:12]3)[C:4]=2[O:3]1. The yield is 0.620.